Predict the reaction yield, written as a fraction of the theoretical maximum amount of product (1.0 means a 100% yield; for example, 0.34 means a 34% yield). From a dataset of Reaction yield outcomes from USPTO patents with 853,638 reactions. (1) The reactants are [Cl:1][C:2]1[CH:7]=[CH:6][C:5]([N:8]2[C:12]([CH:13]3[CH2:16][CH2:15][CH2:14]3)=[C:11]([C:17]([O:19]C)=[O:18])[CH:10]=[N:9]2)=[CH:4][CH:3]=1.O.[OH-].[Li+].Cl. The catalyst is CO.C1COCC1.O. The product is [Cl:1][C:2]1[CH:3]=[CH:4][C:5]([N:8]2[C:12]([CH:13]3[CH2:14][CH2:15][CH2:16]3)=[C:11]([C:17]([OH:19])=[O:18])[CH:10]=[N:9]2)=[CH:6][CH:7]=1. The yield is 0.870. (2) The reactants are [Cl:1][C:2]1[CH:7]=[CH:6][C:5]([NH:8][C:9]([NH:11][C:12]2[CH:27]=[CH:26][C:15]([O:16][C:17]3[CH:22]=[CH:21][N:20]=[C:19]([C:23](=[S:25])[NH2:24])[CH:18]=3)=[CH:14][CH:13]=2)=[O:10])=[CH:4][C:3]=1[C:28]([F:31])([F:30])[F:29].Cl[CH2:33][C:34](Cl)=O.[CH2:37](OCC)C. The catalyst is CCO. The product is [Cl:1][C:2]1[CH:7]=[CH:6][C:5]([NH:8][C:9]([NH:11][C:12]2[CH:13]=[CH:14][C:15]([O:16][C:17]3[CH:22]=[CH:21][N:20]=[C:19]([C:23]4[S:25][CH:37]=[C:33]([CH3:34])[N:24]=4)[CH:18]=3)=[CH:26][CH:27]=2)=[O:10])=[CH:4][C:3]=1[C:28]([F:31])([F:30])[F:29]. The yield is 0.890. (3) The yield is 0.630. The reactants are [CH2:1]([O:8][CH2:9][CH2:10][CH2:11][C@@H:12]1[CH2:16][CH2:15][NH:14][CH2:13]1)[C:2]1[CH:7]=[CH:6][CH:5]=[CH:4][CH:3]=1.Br[C:18]1[CH:19]=[N:20][CH:21]=[C:22]([O:24][CH2:25][C@@H:26]2[CH2:30][CH2:29][CH2:28][N:27]2[C:31]([O:33][C:34]([CH3:37])([CH3:36])[CH3:35])=[O:32])[CH:23]=1.CC(C)([O-])C.[Na+].C1(P(C2C=CC=CC=2)C2C3OC4C(=CC=CC=4P(C4C=CC=CC=4)C4C=CC=CC=4)C(C)(C)C=3C=CC=2)C=CC=CC=1. The catalyst is C1(C)C=CC=CC=1.C1C=CC(/C=C/C(/C=C/C2C=CC=CC=2)=O)=CC=1.C1C=CC(/C=C/C(/C=C/C2C=CC=CC=2)=O)=CC=1.C1C=CC(/C=C/C(/C=C/C2C=CC=CC=2)=O)=CC=1.[Pd].[Pd]. The product is [CH2:1]([O:8][CH2:9][CH2:10][CH2:11][C@@H:12]1[CH2:16][CH2:15][N:14]([C:18]2[CH:19]=[N:20][CH:21]=[C:22]([O:24][CH2:25][C@@H:26]3[CH2:30][CH2:29][CH2:28][N:27]3[C:31]([O:33][C:34]([CH3:37])([CH3:36])[CH3:35])=[O:32])[CH:23]=2)[CH2:13]1)[C:2]1[CH:7]=[CH:6][CH:5]=[CH:4][CH:3]=1. (4) The reactants are CS(O[CH2:6][CH:7]1[C:11]2([CH2:16][CH2:15][CH2:14][CH2:13][CH2:12]2)[O:10][N:9]=[C:8]1[C:17]1[CH:22]=[CH:21][C:20]([O:23][C:24]2[CH:29]=[CH:28][C:27]([Cl:30])=[CH:26][CH:25]=2)=[CH:19][CH:18]=1)(=O)=O.C([O-])([O-])=O.[Cs+].[Cs+]. The catalyst is CC#N. The product is [Cl:30][C:27]1[CH:28]=[CH:29][C:24]([O:23][C:20]2[CH:19]=[CH:18][C:17]([C:8]3[C:7](=[CH2:6])[C:11]4([CH2:16][CH2:15][CH2:14][CH2:13][CH2:12]4)[O:10][N:9]=3)=[CH:22][CH:21]=2)=[CH:25][CH:26]=1. The yield is 0.810. (5) The yield is 0.0800. The reactants are BrC1C=[CH:6][C:5]([CH2:8][CH2:9]C(O)=O)=[CH:4]C=1.[Br:13][C:14]1[CH:19]=[CH:18][C:17]([CH2:20][CH2:21][C:22]([C:24]2[C:30]([OH:31])=[CH:29][C:28]([OH:32])=[CH:27][C:25]=2[OH:26])=[O:23])=[CH:16][CH:15]=1. No catalyst specified. The product is [OH:26][C:25]1[C:27]([CH2:15][CH2:16][CH:17]([CH3:20])[CH3:18])=[C:28]([OH:32])[C:29]([CH2:9][CH2:8][CH:5]([CH3:4])[CH3:6])([CH2:21][CH2:22][CH:24]([CH3:30])[CH3:25])[C:30](=[O:31])[C:24]=1[C:22](=[O:23])[CH2:21][CH2:20][C:17]1[CH:16]=[CH:15][C:14]([Br:13])=[CH:19][CH:18]=1. (6) The reactants are C([NH:11][CH2:12][CH2:13][CH2:14][CH2:15][C:16]1[CH:21]=[CH:20][CH:19]=[CH:18][C:17]=1[O:22][CH2:23][CH:24]([OH:27])[CH2:25][OH:26])(OCC1C=CC=CC=1)=O.[H][H]. The catalyst is CO.[Pd]. The product is [OH:27][CH:24]([CH2:25][OH:26])[CH2:23][O:22][C:17]1[CH:18]=[CH:19][CH:20]=[CH:21][C:16]=1[CH2:15][CH2:14][CH2:13][CH2:12][NH2:11]. The yield is 0.660. (7) The yield is 0.484. The reactants are Br[C:2]1[S:3][C:4]([N:12]([CH2:19][CH3:20])[CH:13]2[CH2:18][CH2:17][O:16][CH2:15][CH2:14]2)=[C:5]([CH3:11])[C:6]=1[C:7]([O:9][CH3:10])=[O:8].[C:21]([O-])([O-])=O.[Cs+].[Cs+].CB1OB(C)OB(C)O1. The catalyst is O1CCOCC1.O.C1C=CC(P(C2C=CC=CC=2)[C-]2C=CC=C2)=CC=1.C1C=CC(P(C2C=CC=CC=2)[C-]2C=CC=C2)=CC=1.Cl[Pd]Cl.[Fe+2].C(Cl)Cl. The product is [CH2:19]([N:12]([CH:13]1[CH2:18][CH2:17][O:16][CH2:15][CH2:14]1)[C:4]1[S:3][C:2]([CH3:21])=[C:6]([C:7]([O:9][CH3:10])=[O:8])[C:5]=1[CH3:11])[CH3:20]. (8) The reactants are [CH3:1][O:2][C:3]1[CH:8]=[CH:7][C:6]([C:9]2[S:18][C:12]3[C:13](=[O:17])[NH:14][CH2:15][CH2:16][C:11]=3[CH:10]=2)=[CH:5][CH:4]=1.Br[C:20]1[CH:25]=[CH:24][C:23]([O:26][S:27]([C:30]2[CH:35]=[CH:34][C:33]([CH3:36])=[CH:32][CH:31]=2)(=[O:29])=[O:28])=[C:22]([O:37][CH3:38])[CH:21]=1.C([O-])([O-])=O.[Cs+].[Cs+]. The catalyst is O1CCOCC1.CCOC(C)=O.C1C=CC(/C=C/C(/C=C/C2C=CC=CC=2)=O)=CC=1.C1C=CC(/C=C/C(/C=C/C2C=CC=CC=2)=O)=CC=1.C1C=CC(/C=C/C(/C=C/C2C=CC=CC=2)=O)=CC=1.[Pd].[Pd].C1(P(C2C=CC=CC=2)C2C3OC4C(=CC=CC=4P(C4C=CC=CC=4)C4C=CC=CC=4)C(C)(C)C=3C=CC=2)C=CC=CC=1. The product is [CH3:38][O:37][C:22]1[CH:21]=[C:20]([N:14]2[CH2:15][CH2:16][C:11]3[CH:10]=[C:9]([C:6]4[CH:7]=[CH:8][C:3]([O:2][CH3:1])=[CH:4][CH:5]=4)[S:18][C:12]=3[C:13]2=[O:17])[CH:25]=[CH:24][C:23]=1[O:26][S:27]([C:30]1[CH:31]=[CH:32][C:33]([CH3:36])=[CH:34][CH:35]=1)(=[O:29])=[O:28]. The yield is 0.860.